Dataset: Forward reaction prediction with 1.9M reactions from USPTO patents (1976-2016). Task: Predict the product of the given reaction. (1) Given the reactants [O:1]1[C:5]2[CH:6]=[CH:7][CH:8]=[CH:9][C:4]=2[N:3]=[C:2]1[N:10]1[CH2:15][CH2:14][CH2:13][CH2:12][C@H:11]1[C:16]([NH:18][CH2:19][CH2:20][NH:21]C(=O)OCC1C=CC=CC=1)=[O:17], predict the reaction product. The product is: [NH2:21][CH2:20][CH2:19][NH:18][C:16]([C@@H:11]1[CH2:12][CH2:13][CH2:14][CH2:15][N:10]1[C:2]1[O:1][C:5]2[CH:6]=[CH:7][CH:8]=[CH:9][C:4]=2[N:3]=1)=[O:17]. (2) Given the reactants [CH3:1][N:2]1[C:10]2[C:5](=[CH:6][CH:7]=[CH:8][CH:9]=2)[CH:4]=[C:3]1[CH2:11][NH:12][CH3:13].C(N(CC)CC)C.[C:21](Cl)(=[O:24])[CH:22]=[CH2:23], predict the reaction product. The product is: [CH3:13][N:12]([CH2:11][C:3]1[N:2]([CH3:1])[C:10]2[C:5]([CH:4]=1)=[CH:6][CH:7]=[CH:8][CH:9]=2)[C:21](=[O:24])[CH:22]=[CH2:23]. (3) Given the reactants [OH:1][C@@H:2]1[CH2:15][C@@H:5]2[O:6][C:7](=[O:14])[CH2:8][CH2:9][CH2:10][CH:11]=[CH:12][CH2:13][C@@H:4]2[C@H:3]1/[CH:16]=[CH:17]/[C@@H:18]([OH:31])[CH2:19][O:20][C:21]1[CH:26]=[CH:25][CH:24]=[C:23]([C:27]([F:30])([F:29])[F:28])[CH:22]=1.[OH-:32].[K+].Cl, predict the reaction product. The product is: [OH:1][C@@H:2]1[CH2:15][C@H:5]([OH:6])[C@H:4]([CH2:13]/[CH:12]=[CH:11]\[CH2:10][CH2:9][CH2:8][C:7]([OH:32])=[O:14])[C@H:3]1/[CH:16]=[CH:17]/[C@@H:18]([OH:31])[CH2:19][O:20][C:21]1[CH:26]=[CH:25][CH:24]=[C:23]([C:27]([F:30])([F:28])[F:29])[CH:22]=1. (4) Given the reactants [NH2:1][C@H:2]([C:5]1[CH:10]=[CH:9][C:8]([F:11])=[C:7]([N:12]2[CH2:17][CH2:16][O:15][CH2:14][CH2:13]2)[CH:6]=1)[CH2:3][OH:4].[Cl:18][C:19]1[CH:29]=[CH:28][CH:27]=[CH:26][C:20]=1[CH:21]=[CH:22][C:23](O)=[O:24].CCN=C=NCCCN(C)C.Cl.C(N(CC)CC)C, predict the reaction product. The product is: [Cl:18][C:19]1[CH:29]=[CH:28][CH:27]=[CH:26][C:20]=1[CH:21]=[CH:22][C:23]([NH:1][C@H:2]([C:5]1[CH:10]=[CH:9][C:8]([F:11])=[C:7]([N:12]2[CH2:17][CH2:16][O:15][CH2:14][CH2:13]2)[CH:6]=1)[CH2:3][OH:4])=[O:24]. (5) The product is: [OH:8][CH2:9][C@H:10]1[CH2:14][N:13]([C:15]2[CH:16]=[CH:17][C:18]3[O:19][CH2:20][C:21](=[O:25])[NH:22][C:23]=3[N:24]=2)[C:12](=[O:26])[CH2:11]1. Given the reactants [Si]([O:8][CH2:9][C@H:10]1[CH2:14][N:13]([C:15]2[CH:16]=[CH:17][C:18]3[O:19][CH2:20][C:21](=[O:25])[NH:22][C:23]=3[N:24]=2)[C:12](=[O:26])[CH2:11]1)(C(C)(C)C)(C)C.[F-].C([N+](CCCC)(CCCC)CCCC)CCC, predict the reaction product.